This data is from Experimentally validated miRNA-target interactions with 360,000+ pairs, plus equal number of negative samples. The task is: Binary Classification. Given a miRNA mature sequence and a target amino acid sequence, predict their likelihood of interaction. (1) The protein sequence of the target gene is MDKGRERMAAAAAAAAAAAAAQCRSPRCAAERRGFRRELDSWRHRLMHCVGFESILEGLYGPRLRRDLSLFEDCEPEELTDWSMDEKCSFCNLQREAVSDCIPSLDSSQSTPTEELSSQGQSHTDKIECQAESYLNALFRKKDLPQNCDPNIPLVAQELMKKMIRQFAIEYISKSGKIQENRNGSIGASLVCKSIQMNQADNCLQDEQEGPLDLTVTRTQEQTAQQGDGVLDLSTKKTSIKSEESSISDPSSENAVAGRLHRNREDYVERSAEFADGLLSKALKDIQSGALDINKAGILY.... Result: 1 (interaction). The miRNA is mmu-miR-297a-5p with sequence AUGUAUGUGUGCAUGUGCAUGU. (2) The miRNA is hsa-miR-4436a with sequence GCAGGACAGGCAGAAGUGGAU. The protein sequence of the target gene is MIVDLIQSARQGEWAQVRQLLLKHWLVQVPEVFEVNSDLPWDNTAANERILGSQGEILLAPLVSAFVLDVRNTKSTLEAMNGIAGVDPARRGQICGHVFKNGELTYTCLDCATDGTCVMCLQCFEVSIHKSHKYKMHSSSGSGYCDCGDADAWTEGYACANHEKKDDEEAAVLAPELKKRCEQLVEIILQFSLSMITHKDDLKLPEIFEKMKPEVTNEAQQYLTVLYNDETHTYESVIKVLELYIHCTKDQAMLVATIVDREGRSAVKLGSKADCTKAKDDVQRKTARDPTSIRRSSNHN.... Result: 0 (no interaction). (3) The miRNA is hsa-miR-4804-5p with sequence UUGGACGGUAAGGUUAAGCAA. The protein sequence of the target gene is MACLGFLLPVGFLLLISTVAGGKYGVAHVVSENWSKDYCILFSSDYITLPRDLHHAPLLPLYDGTKAPWCPGEDSPHQAQLRSPSQRPLRQTTAMVMRGNCSFHTKGWLAQGQGAHGLLIVSRVSDQQCSDTTLAPQDPRQPLADLTIPVAMLHYADMLDILSHTRGEAVVRVAMYAPPEPIIDYNMLVIFILAVGTVAAGGYWAGLTEANRLQRRRARRGGGSGGHHQLQEAAAAEGAQKEDNEDIPVDFTPAMTGVVVTLSCSLMLLLYFFYDHFVYVTIGIFGLGAGIGLYSCLSPL.... Result: 0 (no interaction). (4) The miRNA is hsa-miR-4709-3p with sequence UUGAAGAGGAGGUGCUCUGUAGC. The protein sequence of the target gene is MAQRAFPNPYADYNKSLAENYFDSTGRLTPEFSHRLTNKIRELLQQMERGLKSADPRDGTGYTGWAGIAVLYLHLHNVFGDPAYLQMAHSYVKQSLNCLSRRSITFLCGDAGPLAVAAVLYHKMNSEKQAEECITRLIHLNKIDPHVPNEMLYGRIGYIFALLFVNKNFGEEKIPQSHIQQICENILTSGENLSRKRNLAAKSPLMYEWYQEYYVGAAHGLAGIYYYLMQPSLQVNQGKLHSLVKPSVDFVCRLKFPSGNYPPCLDDTRDLLVHWCHGAPGVIYMLIQAYKVFKEERYLC.... Result: 0 (no interaction). (5) The miRNA is hsa-miR-7154-5p with sequence UUCAUGAACUGGGUCUAGCUUGG. The protein sequence of the target gene is MAEEQVNRSAGLAPDCEASATAETTVSSVGTCEAAGKSPEPKDYDSTCVFCRIAGRQDPGTELLHCENEDLICFKDIKPAATHHYLVVPKKHIGNCRTLRKDQVELVENMVTVGKTILERNNFTDFTNVRMGFHMPPFCSISHLHLHVLAPVDQLGFLSKLVYRVNSYWFITADHLIEKLRT. Result: 0 (no interaction). (6) The miRNA is mmu-miR-340-3p with sequence UCCGUCUCAGUUACUUUAUAGC. The protein sequence of the target gene is MIIVAHVLLILLGATEILQADLLPDEKISLLPPVNFTIKVTGLAQVLLQWKPNPDQEQRNVNLEYQVKINAPKEDDYETRITESKCVTILHKGFSASVRTILQNDHSLLASSWASAELHAPPGSPGTSIVNLTCTTNTTEDNYSRLRSYQVSLHCTWLVGTDAPEDTQYFLYYRYGSWTEECQEYSKDTLGRNIACWFPRTFILSKGRDWLAVLVNGSSKHSAIRPFDQLFALHAIDQINPPLNVTAEIEGTRLSIQWEKPVSAFPIHCFDYEVKIHNTRNGYLQIEKLMTNAFISIIDD.... Result: 0 (no interaction). (7) The miRNA is hsa-miR-17-3p with sequence ACUGCAGUGAAGGCACUUGUAG. The protein sequence of the target gene is MSGLSGPPARRGPFPLALLLLFLLGPRLVLAISFHLPINSRKCLREEIHKDLLVTGAYEISDQSGGAGGLRSHLKITDSAGHILYSKEDATKGKFAFTTEDYDMFEVCFESKGTGRIPDQLVILDMKHGVEAKNYEEIAKVEKLKPLEVELRRLEDLSESIVNDFAYMKKREEEMRDTNESTNTRVLYFSIFSMFCLIGLATWQVFYLRRFFKAKKLIE. Result: 1 (interaction). (8) The miRNA is mmu-miR-3061-3p with sequence CUACCUUUGAUAGUCCACUGCC. Result: 0 (no interaction). The protein sequence of the target gene is MALPFQKGLEKYKNIDEDELLGKLSEEELKQLENVLDDLDPESATLPAGFRQKDQTQKAATGPFDREHLLMYLEKEALEQKDREDFVPFTGEKKGRVFIPKEKPVETRKEEKVTLDPELEEALASASDTELYDLAAVLGVHNLLNNPKFDEETTNGEGRKGPVRNVVKGEKAKPVFEEPPNPTNVEASLQQMKANDPSLQEVNLNNIKNIPIPTLKEFAKSLETNTHVKKFSLAATRSNDPVALAFAEMLKVNKTLKSLNVESNFITGTGILALVEALRENDTLTEIKIDNQRQQLGTAV....